This data is from Catalyst prediction with 721,799 reactions and 888 catalyst types from USPTO. The task is: Predict which catalyst facilitates the given reaction. Reactant: [CH3:1][C:2]1[C:15]2[C:14]3[CH:13]=[CH:12][CH:11]=[CH:10][C:9]=3[C:8]3=[N:16][CH:17]=[CH:18][N:7]3[C:6]=2[CH:5]=[CH:4][CH:3]=1.[Br:19]N1C(=O)CCC1=O.O. Product: [Br:19][C:18]1[N:7]2[C:6]3[CH:5]=[CH:4][CH:3]=[C:2]([CH3:1])[C:15]=3[C:14]3[CH:13]=[CH:12][CH:11]=[CH:10][C:9]=3[C:8]2=[N:16][CH:17]=1. The catalyst class is: 4.